This data is from NCI-60 drug combinations with 297,098 pairs across 59 cell lines. The task is: Regression. Given two drug SMILES strings and cell line genomic features, predict the synergy score measuring deviation from expected non-interaction effect. Drug 1: C1=CC(=CC=C1CCCC(=O)O)N(CCCl)CCCl. Drug 2: C1CN(P(=O)(OC1)NCCCl)CCCl. Cell line: MDA-MB-435. Synergy scores: CSS=-4.72, Synergy_ZIP=-1.39, Synergy_Bliss=-5.89, Synergy_Loewe=-9.27, Synergy_HSA=-7.14.